From a dataset of Forward reaction prediction with 1.9M reactions from USPTO patents (1976-2016). Predict the product of the given reaction. (1) The product is: [CH:1]1([C:4]2[CH:5]=[C:6]([CH:9]=[C:10]([O:13][CH2:15][CH2:16][CH2:17][O:18][CH3:19])[C:11]=2[I:12])[CH:7]=[O:8])[CH2:2][CH2:3]1. Given the reactants [CH:1]1([C:4]2[CH:5]=[C:6]([CH:9]=[C:10]([OH:13])[C:11]=2[I:12])[CH:7]=[O:8])[CH2:3][CH2:2]1.Br[CH2:15][CH2:16][CH2:17][O:18][CH3:19], predict the reaction product. (2) Given the reactants [Cl:1][C:2]1[CH:7]=[CH:6][CH:5]=[C:4]([F:8])[C:3]=1[C:9]1[C:13]([C:14]([O:16][CH3:17])=[O:15])=[C:12]([C:18]2[CH:19]=[N:20][N:21]([CH2:27][CH2:28][O:29]C)[C:22]=2[C:23]([F:26])([F:25])[F:24])[O:11][N:10]=1.O, predict the reaction product. The product is: [Cl:1][C:2]1[CH:7]=[CH:6][CH:5]=[C:4]([F:8])[C:3]=1[C:9]1[C:13]([C:14]([O:16][CH3:17])=[O:15])=[C:12]([C:18]2[CH:19]=[N:20][N:21]([CH2:27][CH2:28][OH:29])[C:22]=2[C:23]([F:25])([F:24])[F:26])[O:11][N:10]=1. (3) The product is: [C:1]([O:5][C:6](=[O:20])[NH:7][CH2:8][CH2:9][CH2:10][O:11][C:12]1[CH:17]=[C:16]([C:26]#[C:25][Si:22]([CH3:24])([CH3:23])[CH3:21])[CH:15]=[C:14]([C:33]#[C:32][Si:22]([CH3:24])([CH3:23])[CH3:21])[CH:13]=1)([CH3:4])([CH3:3])[CH3:2]. Given the reactants [C:1]([O:5][C:6](=[O:20])[NH:7][CH2:8][CH2:9][CH2:10][O:11][C:12]1[CH:17]=[C:16](Br)[CH:15]=[C:14](Br)[CH:13]=1)([CH3:4])([CH3:3])[CH3:2].[CH3:21][Si:22]([C:25]#[CH:26])([CH3:24])[CH3:23].C(N([CH2:32][CH3:33])CC)C.N#N.[Al], predict the reaction product. (4) Given the reactants [Cl:1][C:2]1[CH:7]=[CH:6][C:5]([C:8]2[N:12]([C:13]3[CH:18]=[CH:17][CH:16]=[CH:15][CH:14]=3)[N:11]=[C:10]([CH2:19][CH2:20][CH:21]=O)[CH:9]=2)=[CH:4][CH:3]=1.[CH3:23][C:24]1[CH:25]=[C:26]([N:31]2[CH2:36][CH2:35][NH:34][CH2:33][CH2:32]2)[CH:27]=[CH:28][C:29]=1[CH3:30].CCN(C(C)C)C(C)C.[BH-](OC(C)=O)(OC(C)=O)OC(C)=O.[Na+], predict the reaction product. The product is: [Cl:1][C:2]1[CH:7]=[CH:6][C:5]([C:8]2[N:12]([C:13]3[CH:18]=[CH:17][CH:16]=[CH:15][CH:14]=3)[N:11]=[C:10]([CH2:19][CH2:20][CH2:21][N:34]3[CH2:35][CH2:36][N:31]([C:26]4[CH:27]=[CH:28][C:29]([CH3:30])=[C:24]([CH3:23])[CH:25]=4)[CH2:32][CH2:33]3)[CH:9]=2)=[CH:4][CH:3]=1. (5) Given the reactants [CH3:1][N:2]1[C:6]2[CH:7]=[C:8]([C:11]3[CH:18]=[CH:17][CH:16]=[CH:15][C:12]=3[C:13]#[N:14])[CH:9]=[CH:10][C:5]=2[NH:4][C:3]1=[O:19].[H-].[Na+].[Br:22][C:23]1[CH:30]=[CH:29][C:26]([CH2:27]Br)=[C:25]([F:31])[CH:24]=1, predict the reaction product. The product is: [Br:22][C:23]1[CH:30]=[CH:29][C:26]([CH2:27][N:4]2[C:5]3[CH:10]=[CH:9][C:8]([C:11]4[CH:18]=[CH:17][CH:16]=[CH:15][C:12]=4[C:13]#[N:14])=[CH:7][C:6]=3[N:2]([CH3:1])[C:3]2=[O:19])=[C:25]([F:31])[CH:24]=1.